Dataset: Drug-induced liver injury (DILI) classification data. Task: Regression/Classification. Given a drug SMILES string, predict its toxicity properties. Task type varies by dataset: regression for continuous values (e.g., LD50, hERG inhibition percentage) or binary classification for toxic/non-toxic outcomes (e.g., AMES mutagenicity, cardiotoxicity, hepatotoxicity). Dataset: dili. (1) The molecule is O=c1[nH]c(=O)n(C2CC(O)C(CO)O2)cc1I. The result is 1 (causes liver injury). (2) The drug is Cc1ccc(N(CC2=NCCN2)c2cccc(O)c2)cc1. The result is 0 (no liver injury). (3) The drug is Cc1ccc(C(=O)c2ccc(CC(=O)O)n2C)cc1. The result is 1 (causes liver injury). (4) The molecule is CC(O)C(=O)Nc1c(I)c(C(=O)NC(CO)CO)c(I)c(C(=O)NC(CO)CO)c1I. The result is 0 (no liver injury). (5) The drug is CCOc1ccc(NC(C)=O)cc1. The result is 1 (causes liver injury). (6) The compound is Nc1ncnc2c1ncn2CCOCP(=O)(O)O. The result is 1 (causes liver injury). (7) The drug is COc1ccc(OC)c(C(O)CNC(=O)CN)c1. The result is 0 (no liver injury). (8) The molecule is C=C(c1ccc(C(=O)O)cc1)c1cc2c(cc1C)C(C)(C)CCC2(C)C. The result is 1 (causes liver injury).